This data is from Reaction yield outcomes from USPTO patents with 853,638 reactions. The task is: Predict the reaction yield, written as a fraction of the theoretical maximum amount of product (1.0 means a 100% yield; for example, 0.34 means a 34% yield). (1) The reactants are [CH2:1]([O:8][C:9]1[CH:14]=[CH:13][C:12]([S:15][C:16]2[CH:21]=[C:20]([Cl:22])[N:19]=[C:18]([NH2:23])[N:17]=2)=[C:11]([N+:24]([O-])=O)[CH:10]=1)[C:2]1[CH:7]=[CH:6][CH:5]=[CH:4][CH:3]=1.[Cl-].[NH4+].O1CCCC1.O. The catalyst is CO.[Fe]. The product is [NH2:24][C:11]1[CH:10]=[C:9]([O:8][CH2:1][C:2]2[CH:7]=[CH:6][CH:5]=[CH:4][CH:3]=2)[CH:14]=[CH:13][C:12]=1[S:15][C:16]1[CH:21]=[C:20]([Cl:22])[N:19]=[C:18]([NH2:23])[N:17]=1. The yield is 0.430. (2) The catalyst is ClCCl.O. The product is [Br:10][C:11]1[C:17]([F:18])=[CH:16][C:14]([N:15]=[C:6]=[S:7])=[CH:13][C:12]=1[Cl:19]. The yield is 0.870. The reactants are C(=O)([O-])[O-].[Ca+2].[C:6](Cl)(Cl)=[S:7].[Br:10][C:11]1[C:17]([F:18])=[CH:16][C:14]([NH2:15])=[CH:13][C:12]=1[Cl:19].Cl. (3) The reactants are Br[C:2]1[S:3][C:4]2[CH:10]=[C:9]([C:11]3[O:15][CH:14]=[N:13][C:12]=3[C:16]3[CH:21]=[CH:20][C:19]([F:22])=[CH:18][CH:17]=3)[CH:8]=[CH:7][C:5]=2[N:6]=1.[NH2:23][CH2:24][CH2:25][N:26]1[CH2:31][CH2:30][O:29][CH2:28][CH2:27]1. The catalyst is C1COCC1. The product is [F:22][C:19]1[CH:20]=[CH:21][C:16]([C:12]2[N:13]=[CH:14][O:15][C:11]=2[C:9]2[CH:8]=[CH:7][C:5]3[N:6]=[C:2]([NH:23][CH2:24][CH2:25][N:26]4[CH2:31][CH2:30][O:29][CH2:28][CH2:27]4)[S:3][C:4]=3[CH:10]=2)=[CH:17][CH:18]=1. The yield is 0.540. (4) The reactants are C1(P(N=[N+]=[N-])(C2C=CC=CC=2)=O)C=CC=CC=1.C(C=C[C:23]1[CH:32]=[C:31]2[C:26]([C:27](OC3C=C4C(=CC=3)NC(C)=C4)=[N:28][CH:29]=[N:30]2)=[CH:25][C:24]=1OC)(O)=O.C(N(CC)CC)C.NCCN1CCCC1. The catalyst is CN(C=O)C. The product is [N:30]1[C:31]2[C:26](=[CH:25][CH:24]=[CH:23][CH:32]=2)[CH:27]=[N:28][CH:29]=1. The yield is 0.260.